This data is from Peptide-MHC class I binding affinity with 185,985 pairs from IEDB/IMGT. The task is: Regression. Given a peptide amino acid sequence and an MHC pseudo amino acid sequence, predict their binding affinity value. This is MHC class I binding data. (1) The peptide sequence is TVAHQVCPY. The MHC is HLA-B51:01 with pseudo-sequence HLA-B51:01. The binding affinity (normalized) is 0.0847. (2) The peptide sequence is GTITGGVCYY. The MHC is HLA-A01:01 with pseudo-sequence HLA-A01:01. The binding affinity (normalized) is 0.536.